From a dataset of Full USPTO retrosynthesis dataset with 1.9M reactions from patents (1976-2016). Predict the reactants needed to synthesize the given product. (1) Given the product [Br:1][C:2]1[CH:3]=[C:4]([CH:8]=[CH:9][C:10]=1[O:11][CH3:12])[C:5]([NH:26][C:23]1[CH:22]=[CH:21][C:20]([N:17]2[CH2:16][CH2:15][N:14]([CH3:13])[CH2:19][CH2:18]2)=[CH:25][CH:24]=1)=[O:7], predict the reactants needed to synthesize it. The reactants are: [Br:1][C:2]1[CH:3]=[C:4]([CH:8]=[CH:9][C:10]=1[O:11][CH3:12])[C:5]([OH:7])=O.[CH3:13][N:14]1[CH2:19][CH2:18][N:17]([C:20]2[CH:25]=[CH:24][C:23]([NH2:26])=[CH:22][CH:21]=2)[CH2:16][CH2:15]1.CCN=C=NCCCN(C)C.C1C=CC2N(O)N=NC=2C=1.CN1CCOCC1. (2) Given the product [O:1]1[CH:5]=[CH:4][CH:3]=[C:2]1[C:6]1[N:7]=[C:8]([NH:28][C:29]([C:31]2[CH:32]=[CH:33][N:34]=[CH:35][CH:36]=2)=[O:30])[S:9][C:10]=1[C:11]([C:13]1[CH:17]=[CH:16][NH:15][CH:14]=1)=[O:12], predict the reactants needed to synthesize it. The reactants are: [O:1]1[CH:5]=[CH:4][CH:3]=[C:2]1[C:6]1[N:7]=[C:8]([NH:28][C:29]([C:31]2[CH:36]=[CH:35][N:34]=[CH:33][CH:32]=2)=[O:30])[S:9][C:10]=1[C:11]([C:13]1[CH:17]=[CH:16][N:15]([Si](C(C)C)(C(C)C)C(C)C)[CH:14]=1)=[O:12].Cl.C(=O)([O-])O.[Na+]. (3) Given the product [F:43][C:24]([F:42])([F:23])[CH2:25][O:26][C:27]1[N:28]=[C:29]([N:36]2[CH2:40][CH2:39][C@H:38]([OH:41])[CH2:37]2)[C:30]2[C:31](=[N:33][N:34]([CH2:45][C:46]3[CH:51]=[CH:50][CH:49]=[CH:48][C:47]=3[C:52]([F:53])([F:54])[F:55])[N:35]=2)[N:32]=1, predict the reactants needed to synthesize it. The reactants are: C(C1N=C(N2CCC(F)(F)C2)C2C(=NN(CC)N=2)N=1)(C)(C)C.[F:23][C:24]([F:43])([F:42])[CH2:25][O:26][C:27]1[N:28]=[C:29]([N:36]2[CH2:40][CH2:39][C@H:38]([OH:41])[CH2:37]2)[C:30]2[N:35]=[N:34][NH:33][C:31]=2[N:32]=1.Br[CH2:45][C:46]1[CH:51]=[CH:50][CH:49]=[CH:48][C:47]=1[C:52]([F:55])([F:54])[F:53].